From a dataset of Forward reaction prediction with 1.9M reactions from USPTO patents (1976-2016). Predict the product of the given reaction. Given the reactants [Br:1][C:2]1[CH:3]=[C:4](B(O)O)[CH:5]=[CH:6][CH:7]=1.C[Si]([N-][Si](C)(C)C)(C)C.[Na+].Cl.N[C@@H]1CC[CH2:26][CH2:25][C@H:24]1[OH:29].O=O, predict the reaction product. The product is: [Br:1][C:2]1[CH:3]=[C:4]([CH:25]2[CH2:24][O:29][CH2:26]2)[CH:5]=[CH:6][CH:7]=1.